This data is from Catalyst prediction with 721,799 reactions and 888 catalyst types from USPTO. The task is: Predict which catalyst facilitates the given reaction. (1) Reactant: [Br:1][C:2]1[CH:3]=[C:4]([NH2:8])[CH:5]=[N:6][CH:7]=1.[H-].[Na+].Cl[C:12]1[C:21]2[C:16](=[CH:17][C:18]([F:23])=[CH:19][C:20]=2[F:22])[N:15]=[C:14]([C:24]2[CH:29]=[C:28]([CH3:30])[CH:27]=[CH:26][N:25]=2)[C:13]=1[CH3:31]. Product: [Br:1][C:2]1[CH:3]=[C:4]([NH:8][C:12]2[C:21]3[C:16](=[CH:17][C:18]([F:23])=[CH:19][C:20]=3[F:22])[N:15]=[C:14]([C:24]3[CH:29]=[C:28]([CH3:30])[CH:27]=[CH:26][N:25]=3)[C:13]=2[CH3:31])[CH:5]=[N:6][CH:7]=1. The catalyst class is: 3. (2) Reactant: [Br:1][C:2]1[CH:9]=[CH:8][C:5]([C:6]#[N:7])=[C:4]([OH:10])[CH:3]=1.[C:11](=O)([O-])[O-].[K+].[K+]. Product: [Br:1][C:2]1[CH:9]=[CH:8][C:5]([C:6]#[N:7])=[C:4]([O:10][CH3:11])[CH:3]=1. The catalyst class is: 18. (3) Product: [C:55]([C:56]1[CH:75]=[C:60]([CH:59]=[CH:58][C:77]=1[O:78][CH:79]([CH3:81])[CH3:80])[C:61]([O:63][CH3:64])=[O:62])#[N:51]. The catalyst class is: 6. Reactant: O=C1C2C(=CC=CC=2)C(=O)N1C[C@@H](NC(=O)OC(C)(C)C)CC1C=CC(C2N=C3C(C(O)C)=CC=CN3C=2)=CC=1.Cl.O1CCOCC1.C([N:51]([CH2:55][CH3:56])C(C)C)(C)C.Cl[C:58]1[CH:59]=[C:60]([CH:75]=C[C:77]=1[O:78][CH:79]([CH3:81])[CH3:80])[C:61]([O:63][C:64]1C(F)=C(F)C(F)=C(F)C=1F)=[O:62]. (4) Reactant: C([O:8][C:9]1[CH:31]=[CH:30][C:12]([CH2:13][CH2:14][N:15]2[CH2:20][CH2:19][N:18]([CH2:21][CH2:22][CH2:23][C:24]3[CH:29]=[CH:28][CH:27]=[CH:26][CH:25]=3)[CH2:17][CH2:16]2)=[CH:11][C:10]=1[O:32][CH3:33])C1C=CC=CC=1. Product: [CH3:33][O:32][C:10]1[CH:11]=[C:12]([CH2:13][CH2:14][N:15]2[CH2:16][CH2:17][N:18]([CH2:21][CH2:22][CH2:23][C:24]3[CH:29]=[CH:28][CH:27]=[CH:26][CH:25]=3)[CH2:19][CH2:20]2)[CH:30]=[CH:31][C:9]=1[OH:8]. The catalyst class is: 19. (5) The catalyst class is: 1. Product: [CH:35]1([S:34][C:30]2[CH:29]=[C:28]([CH2:27][OH:26])[CH:33]=[CH:32][CH:31]=2)[CH2:39][CH2:38][CH2:37][CH2:36]1. Reactant: [F-].C([N+](CCCC)(CCCC)CCCC)CCC.C([Si]([O:26][CH2:27][C:28]1[CH:33]=[CH:32][CH:31]=[C:30]([S:34][CH:35]2[CH2:39][CH2:38][CH2:37][CH2:36]2)[CH:29]=1)(C)C)(C)(C)C.